Dataset: Reaction yield outcomes from USPTO patents with 853,638 reactions. Task: Predict the reaction yield, written as a fraction of the theoretical maximum amount of product (1.0 means a 100% yield; for example, 0.34 means a 34% yield). The reactants are N1C=CC=CC=1.[NH2:7][C:8]1[CH:13]=[CH:12][CH:11]=[CH:10][CH:9]=1.Cl[S:15]([C:18]1[CH:27]=[CH:26][C:25]2[NH:24][C:23](=[O:28])[C:22]3[NH:29][CH:30]=[C:31]([C:32]([OH:34])=[O:33])[C:21]=3[C:20]=2[CH:19]=1)(=[O:17])=[O:16]. The catalyst is ClCCl.CN(C)C=O.C(=O)([O-])[O-].[K+].[K+]. The product is [O:28]=[C:23]1[C:22]2[NH:29][CH:30]=[C:31]([C:32]([OH:34])=[O:33])[C:21]=2[C:20]2[CH:19]=[C:18]([S:15](=[O:17])(=[O:16])[NH:7][C:8]3[CH:13]=[CH:12][CH:11]=[CH:10][CH:9]=3)[CH:27]=[CH:26][C:25]=2[NH:24]1. The yield is 0.420.